From a dataset of Forward reaction prediction with 1.9M reactions from USPTO patents (1976-2016). Predict the product of the given reaction. (1) Given the reactants Cl[C:2]1(Cl)[C:5]2([CH2:10][CH2:9][CH2:8][CH2:7][CH2:6]2)[CH2:4][C:3]1=[O:11].O, predict the reaction product. The product is: [CH2:2]1[C:5]2([CH2:10][CH2:9][CH2:8][CH2:7][CH2:6]2)[CH2:4][C:3]1=[O:11]. (2) The product is: [CH2:1]([C:14]1([OH:13])[CH:19]([OH:20])[CH2:18][CH:17]([C:21]2[CH:26]=[CH:25][N:24]=[CH:23][C:22]=2[N+:27]([O-:29])=[O:28])[O:16][CH:15]1[CH3:30])[CH3:2]. Given the reactants [CH2:1](CNCCSP(O)(O)=O)[CH2:2]N.[OH:13][CH:14]1[C:19](=[O:20])[CH2:18][CH:17]([C:21]2[CH:26]=[CH:25][N:24]=[CH:23][C:22]=2[N+:27]([O-:29])=[O:28])[O:16][CH:15]1[CH3:30].[BH4-].[Na+], predict the reaction product. (3) Given the reactants [CH3:1][O:2][CH2:3][C:4]([NH:6][CH2:7]/[CH:8]=[CH:9]/[C:10]1[CH:11]=[C:12]2[C:17](=[CH:18][CH:19]=1)[N:16]=[CH:15][N:14]=[C:13]2[NH:20][C:21]1[CH:26]=[CH:25][C:24]([O:27][C:28]2[CH:29]=[N:30][C:31]([CH3:34])=[CH:32][CH:33]=2)=[C:23]([CH3:35])[CH:22]=1)=[O:5].[C:36]1([S:42]([OH:45])(=[O:44])=[O:43])[CH:41]=[CH:40][CH:39]=[CH:38][CH:37]=1.C(OCC)C, predict the reaction product. The product is: [S:42]([C:36]1[CH:41]=[CH:40][CH:39]=[CH:38][CH:37]=1)([OH:45])(=[O:44])=[O:43].[CH3:1][O:2][CH2:3][C:4]([NH:6][CH2:7]/[CH:8]=[CH:9]/[C:10]1[CH:11]=[C:12]2[C:17](=[CH:18][CH:19]=1)[N:16]=[CH:15][N:14]=[C:13]2[NH:20][C:21]1[CH:26]=[CH:25][C:24]([O:27][C:28]2[CH:29]=[N:30][C:31]([CH3:34])=[CH:32][CH:33]=2)=[C:23]([CH3:35])[CH:22]=1)=[O:5]. (4) The product is: [C:15]([C:16]1[CH:17]=[C:18]([NH2:19])[N:10]([C:6]2[CH:7]=[CH:8][CH:9]=[C:4]([C:3]([F:12])([F:13])[F:2])[CH:5]=2)[N:11]=1)([CH3:22])([CH3:21])[CH3:14]. Given the reactants Cl.[F:2][C:3]([F:13])([F:12])[C:4]1[CH:5]=[C:6]([NH:10][NH2:11])[CH:7]=[CH:8][CH:9]=1.[CH3:14][C:15]([CH3:22])([CH3:21])[C:16](=O)[CH2:17][C:18]#[N:19], predict the reaction product.